From a dataset of Full USPTO retrosynthesis dataset with 1.9M reactions from patents (1976-2016). Predict the reactants needed to synthesize the given product. The reactants are: FC(F)(F)S(O[C:7]1[C:11]2[C:12]([O:16][CH3:17])=[N:13][CH:14]=[CH:15][C:10]=2[N:9]([CH:18]2[CH2:22][CH2:21][O:20][CH2:19]2)[N:8]=1)(=O)=O.CC1(C)C(C)(C)OB([C:33]2[CH:38]=[CH:37][C:36]([S:39]([NH2:42])(=[O:41])=[O:40])=[CH:35][CH:34]=2)O1.C(=O)([O-])[O-].[Na+].[Na+].O. Given the product [CH3:17][O:16][C:12]1[C:11]2[C:7]([C:33]3[CH:38]=[CH:37][C:36]([S:39]([NH2:42])(=[O:41])=[O:40])=[CH:35][CH:34]=3)=[N:8][N:9]([CH:18]3[CH2:22][CH2:21][O:20][CH2:19]3)[C:10]=2[CH:15]=[CH:14][N:13]=1, predict the reactants needed to synthesize it.